Dataset: Full USPTO retrosynthesis dataset with 1.9M reactions from patents (1976-2016). Task: Predict the reactants needed to synthesize the given product. (1) Given the product [Cl:17][C:5]1[C:14]2[C:9](=[CH:10][CH:11]=[CH:12][CH:13]=2)[CH:8]=[CH:7][N:6]=1, predict the reactants needed to synthesize it. The reactants are: C(O[C:5]1[C:14]2[C:9](=[CH:10][CH:11]=[CH:12][CH:13]=2)[CH:8]=[CH:7][N:6]=1)(C)C.P(Cl)(Cl)([Cl:17])=O. (2) Given the product [Br:9][C:10]1[CH:11]=[CH:12][C:13]([Cl:30])=[C:14]([C:16]2([C:18]3[CH:19]=[CH:20][C:21]([O:24][CH2:25][C:26]([F:27])([F:28])[F:29])=[CH:22][CH:23]=3)[S:4][CH2:1][CH2:2][S:3]2)[CH:15]=1, predict the reactants needed to synthesize it. The reactants are: [CH2:1]([SH:4])[CH2:2][SH:3].B(F)(F)F.[Br:9][C:10]1[CH:11]=[CH:12][C:13]([Cl:30])=[C:14]([C:16]([C:18]2[CH:23]=[CH:22][C:21]([O:24][CH2:25][C:26]([F:29])([F:28])[F:27])=[CH:20][CH:19]=2)=O)[CH:15]=1.C([O-])([O-])=O.[Na+].[Na+]. (3) The reactants are: [F:1][C:2]1[C:3]([N:14]=P(C2C=CC=CC=2)(C2C=CC=CC=2)C2C=CC=CC=2)=[C:4](/[CH:8]=[CH:9]/[C:10]([O:12][CH3:13])=[O:11])[CH:5]=[CH:6][CH:7]=1.[N:34]([C:37]1[CH:42]=[CH:41][CH:40]=[C:39]([C:43]([F:46])([F:45])[F:44])[CH:38]=1)=[C:35]=O.[F:47][C:48]1[CH:56]=[CH:55][C:54]2[N:53]3[CH2:57][CH2:58][NH:59][CH2:60][C:52]3=[CH:51][C:50]=2[CH:49]=1. Given the product [F:1][C:2]1[CH:7]=[CH:6][CH:5]=[C:4]2[C:3]=1[N:14]=[C:35]([N:59]1[CH2:58][CH2:57][N:53]3[C:54]4[CH:55]=[CH:56][C:48]([F:47])=[CH:49][C:50]=4[CH:51]=[C:52]3[CH2:60]1)[N:34]([C:37]1[CH:42]=[CH:41][CH:40]=[C:39]([C:43]([F:46])([F:45])[F:44])[CH:38]=1)[CH:8]2[CH2:9][C:10]([O:12][CH3:13])=[O:11], predict the reactants needed to synthesize it. (4) Given the product [C:22]1([CH:21]([OH:28])[CH2:30][CH:29]=[CH:31][CH2:33][OH:32])[CH:27]=[CH:26][CH:25]=[CH:24][CH:23]=1, predict the reactants needed to synthesize it. The reactants are: CC1C(C)=C(C)C(C)=C(C)C=1C.O.C(N(CC)CC)C.[CH:21](=[O:28])[C:22]1[CH:27]=[CH:26][CH:25]=[CH:24][CH:23]=1.[CH:29]([CH:31]1[CH2:33][O:32]1)=[CH2:30].